The task is: Predict the product of the given reaction.. This data is from Forward reaction prediction with 1.9M reactions from USPTO patents (1976-2016). (1) Given the reactants [CH2:1]([O:8][C:9]1[CH:14]=[CH:13][C:12]([CH:15]([C:17]2[N:18]([S:36]([C:39]3[CH:45]=[CH:44][C:42]([CH3:43])=[CH:41][CH:40]=3)(=[O:38])=[O:37])[CH:19]=[CH:20][C:21]=2[N:22]2[CH:26]=[CH:25][CH:24]=[C:23]2[CH2:27][O:28][Si:29]([C:32]([CH3:35])([CH3:34])[CH3:33])([CH3:31])[CH3:30])[OH:16])=[C:11]([O:46][CH3:47])[CH:10]=1)[C:2]1[CH:7]=[CH:6][CH:5]=[CH:4][CH:3]=1, predict the reaction product. The product is: [CH2:1]([O:8][C:9]1[CH:14]=[CH:13][C:12]([C:15]([C:17]2[N:18]([S:36]([C:39]3[CH:40]=[CH:41][C:42]([CH3:43])=[CH:44][CH:45]=3)(=[O:37])=[O:38])[CH:19]=[CH:20][C:21]=2[N:22]2[CH:26]=[CH:25][CH:24]=[C:23]2[CH2:27][O:28][Si:29]([C:32]([CH3:35])([CH3:34])[CH3:33])([CH3:31])[CH3:30])=[O:16])=[C:11]([O:46][CH3:47])[CH:10]=1)[C:2]1[CH:7]=[CH:6][CH:5]=[CH:4][CH:3]=1. (2) The product is: [Cl:1][C:2]1[CH:3]=[CH:4][C:5]2[O:9][C:8]([C:17]3[CH:25]=[CH:24][C:20]([CH2:21][C:22]#[N:23])=[C:19]([F:26])[CH:18]=3)=[N:7][C:6]=2[CH:10]=1. Given the reactants [Cl:1][C:2]1[CH:3]=[CH:4][C:5]2[O:9][CH:8]=[N:7][C:6]=2[CH:10]=1.C([Li])CCC.Br[C:17]1[CH:25]=[CH:24][C:20]([CH2:21][C:22]#[N:23])=[C:19]([F:26])[CH:18]=1, predict the reaction product. (3) Given the reactants [Br:1][C:2]1[CH:7]=[CH:6][C:5]([C:8]2([CH2:11]O)[CH2:10][CH2:9]2)=[CH:4][CH:3]=1.P(Br)(Br)[Br:14], predict the reaction product. The product is: [Br:1][C:2]1[CH:7]=[CH:6][C:5]([C:8]2([CH2:11][Br:14])[CH2:10][CH2:9]2)=[CH:4][CH:3]=1. (4) Given the reactants [CH2:1]([O:3][C:4](=[O:23])[CH2:5][CH2:6][C:7]1[CH:12]=[CH:11][C:10]([O:13][C:14]2[CH:19]=[C:18]([OH:20])[CH:17]=[CH:16][C:15]=2[CH3:21])=[CH:9][C:8]=1[CH3:22])[CH3:2].[Br:24][C:25]1[CH:26]=[C:27]([C:32]([F:35])([F:34])[F:33])[CH:28]=[CH:29][C:30]=1F.C(=O)([O-])[O-].[K+].[K+].Cl, predict the reaction product. The product is: [CH2:1]([O:3][C:4](=[O:23])[CH2:5][CH2:6][C:7]1[CH:12]=[CH:11][C:10]([O:13][C:14]2[CH:19]=[C:18]([O:20][C:30]3[CH:29]=[CH:28][C:27]([C:32]([F:35])([F:34])[F:33])=[CH:26][C:25]=3[Br:24])[CH:17]=[CH:16][C:15]=2[CH3:21])=[CH:9][C:8]=1[CH3:22])[CH3:2]. (5) Given the reactants C[O:2][C:3](=[O:32])[CH2:4][N:5]1[C:13]2[C:8](=[CH:9][C:10]([F:14])=[CH:11][CH:12]=2)[C:7]([CH2:15][C:16]2[C:17]([S:22]([C:25]3[CH:30]=[CH:29][CH:28]=[CH:27][CH:26]=3)(=[O:24])=[O:23])=[N:18][CH:19]=[CH:20][CH:21]=2)=[C:6]1[CH3:31].[OH-].[Li+], predict the reaction product. The product is: [C:25]1([S:22]([C:17]2[C:16]([CH2:15][C:7]3[C:8]4[C:13](=[CH:12][CH:11]=[C:10]([F:14])[CH:9]=4)[N:5]([CH2:4][C:3]([OH:32])=[O:2])[C:6]=3[CH3:31])=[CH:21][CH:20]=[CH:19][N:18]=2)(=[O:24])=[O:23])[CH:30]=[CH:29][CH:28]=[CH:27][CH:26]=1. (6) Given the reactants Cl[C:2]1[C:12]([C:13]#[N:14])=[CH:11][C:5]([C:6]([O:8][CH2:9][CH3:10])=[O:7])=[C:4]([CH:15]([F:17])[F:16])[N:3]=1.[CH2:18]([S:25]([NH:28][C:29]([CH:31]1[CH2:36][CH2:35][NH:34][CH2:33][CH2:32]1)=[O:30])(=[O:27])=[O:26])[C:19]1[CH:24]=[CH:23][CH:22]=[CH:21][CH:20]=1, predict the reaction product. The product is: [CH2:18]([S:25]([NH:28][C:29]([CH:31]1[CH2:36][CH2:35][N:34]([C:2]2[C:12]([C:13]#[N:14])=[CH:11][C:5]([C:6]([O:8][CH2:9][CH3:10])=[O:7])=[C:4]([CH:15]([F:17])[F:16])[N:3]=2)[CH2:33][CH2:32]1)=[O:30])(=[O:26])=[O:27])[C:19]1[CH:20]=[CH:21][CH:22]=[CH:23][CH:24]=1. (7) Given the reactants Cl[CH2:2][C:3]1[C:4]([C:9]2[CH:14]=[CH:13][C:12]([C:15]([F:18])([F:17])[F:16])=[CH:11][CH:10]=2)=[N:5][O:6][C:7]=1[CH3:8].C(OCC)(=O)[CH2:20][C:21]([O:23]CC)=[O:22].[H-].[Na+].Cl, predict the reaction product. The product is: [CH3:8][C:7]1[O:6][N:5]=[C:4]([C:9]2[CH:14]=[CH:13][C:12]([C:15]([F:18])([F:17])[F:16])=[CH:11][CH:10]=2)[C:3]=1[CH2:2][CH2:20][C:21]([OH:23])=[O:22]. (8) Given the reactants C(O[C:4]([C:6]1([CH2:9][NH:10][CH2:11][C:12]2[CH:17]=[CH:16][C:15]([F:18])=[CH:14][CH:13]=2)[CH2:8][CH2:7]1)=[O:5])C.[CH3:19][S:20]([NH:23][C:24]1[CH:39]=[CH:38][C:27]2[NH:28][C:29]([CH2:34][C:35](O)=[O:36])=[N:30][S:31](=[O:33])(=[O:32])[C:26]=2[CH:25]=1)(=[O:22])=[O:21].CN1CCOCC1.Cl.CN(C)CCCN=C=NCC.[O-]CC.[Na+].C(O)C, predict the reaction product. The product is: [F:18][C:15]1[CH:14]=[CH:13][C:12]([CH2:11][N:10]2[C:35](=[O:36])[C:34]([C:29]3[NH:28][C:27]4[CH:38]=[CH:39][C:24]([NH:23][S:20]([CH3:19])(=[O:22])=[O:21])=[CH:25][C:26]=4[S:31](=[O:33])(=[O:32])[N:30]=3)=[C:4]([OH:5])[C:6]3([CH2:7][CH2:8]3)[CH2:9]2)=[CH:17][CH:16]=1.